This data is from Catalyst prediction with 721,799 reactions and 888 catalyst types from USPTO. The task is: Predict which catalyst facilitates the given reaction. (1) Reactant: [F:1][C:2]1[CH:3]=[C:4]([CH:8]=[C:9]([C:12]2[CH:13]=[CH:14][C:15]3[O:19][C:18]([C:20]4[CH:25]=[CH:24][C:23]([F:26])=[CH:22][CH:21]=4)=[C:17]([C:27](=[O:30])[NH:28][CH3:29])[C:16]=3[C:31]=2[F:32])[C:10]=1[CH3:11])[C:5](O)=[O:6].Cl.[NH2:34][C:35]1([C:46]2[N:51]=[CH:50][CH:49]=[CH:48][N:47]=2)[CH2:38][N:37]([C:39]([O:41][C:42]([CH3:45])([CH3:44])[CH3:43])=[O:40])[CH2:36]1.C1CN([P+](ON2N=NC3C=CC=CC2=3)(N2CCCC2)N2CCCC2)CC1.F[P-](F)(F)(F)(F)F.C(N(CC)CC)C. Product: [F:1][C:2]1[CH:3]=[C:4]([CH:8]=[C:9]([C:12]2[CH:13]=[CH:14][C:15]3[O:19][C:18]([C:20]4[CH:21]=[CH:22][C:23]([F:26])=[CH:24][CH:25]=4)=[C:17]([C:27](=[O:30])[NH:28][CH3:29])[C:16]=3[C:31]=2[F:32])[C:10]=1[CH3:11])[C:5]([NH:34][C:35]1([C:46]2[N:47]=[CH:48][CH:49]=[CH:50][N:51]=2)[CH2:36][N:37]([C:39]([O:41][C:42]([CH3:45])([CH3:44])[CH3:43])=[O:40])[CH2:38]1)=[O:6]. The catalyst class is: 18. (2) Reactant: S(=O)(=O)(O)O.C1C([OH:12])=CC=C(O)C=1.[CH2:14]([O:18][C:19](=[O:23])[C:20]([CH3:22])=[CH2:21])[CH:15]1[O:17][CH2:16]1. Product: [OH:12][CH2:16][CH:15]([CH2:14][OH:18])[OH:17].[C:19]([O-:23])(=[O:18])[C:20]([CH3:22])=[CH2:21]. The catalyst class is: 6. (3) Reactant: Br[C:2]1[N:3]([C:18]2[CH:23]=[CH:22][C:21]([Cl:24])=[CH:20][CH:19]=2)[C:4]([C:8]2[C:9]([F:17])=[C:10]([CH:13]=[CH:14][C:15]=2[F:16])[C:11]#[N:12])=[C:5]([Cl:7])[N:6]=1.[CH3:25]B1OB(C)OB(C)O1.C(=O)([O-])[O-].[Cs+].[Cs+]. Product: [Cl:7][C:5]1[N:6]=[C:2]([CH3:25])[N:3]([C:18]2[CH:23]=[CH:22][C:21]([Cl:24])=[CH:20][CH:19]=2)[C:4]=1[C:8]1[C:9]([F:17])=[C:10]([CH:13]=[CH:14][C:15]=1[F:16])[C:11]#[N:12]. The catalyst class is: 551. (4) The catalyst class is: 1. Product: [O:31]=[S:27]1(=[O:30])[CH2:28][CH2:29][C@H:25](/[CH:23]=[CH:5]/[C:4](=[O:3])[CH2:12][C:13]2[CH:18]=[CH:17][CH:16]=[C:15]([C:19]([F:20])([F:21])[F:22])[CH:14]=2)[N:26]1[CH2:32][CH2:33][CH2:34][C:35]1[S:39][C:38]([C:40]([O:42][CH3:43])=[O:41])=[CH:37][CH:36]=1. Reactant: [H-].[Na+].[O:3]=[C:4]([CH2:12][C:13]1[CH:18]=[CH:17][CH:16]=[C:15]([C:19]([F:22])([F:21])[F:20])[CH:14]=1)[CH2:5]P(=O)(OC)OC.[CH:23]([C@H:25]1[CH2:29][CH2:28][S:27](=[O:31])(=[O:30])[N:26]1[CH2:32][CH2:33][CH2:34][C:35]1[S:39][C:38]([C:40]([O:42][CH3:43])=[O:41])=[CH:37][CH:36]=1)=O. (5) Reactant: N([O-])=O.[Na+].[Cl:5][C:6]1[CH:12]=[CH:11][CH:10]=[CH:9][C:7]=1N.[CH:13]([CH:15]=[CH2:16])=[O:14].[O-2].[Ca+2].[ClH:19]. Product: [Cl:19][CH:15]([CH2:16][C:7]1[CH:9]=[CH:10][CH:11]=[CH:12][C:6]=1[Cl:5])[CH:13]=[O:14]. The catalyst class is: 283. (6) Reactant: [C:1]([O:5][C:6](=[O:38])[NH:7][CH:8]1[CH2:12][CH:11]([C:13]([NH:15][NH:16][C:17]2[N:18]=[C:19]3[CH:25]=[CH:24][N:23]([S:26]([C:29]4[CH:35]=[CH:34][C:32]([CH3:33])=[CH:31][CH:30]=4)(=[O:28])=[O:27])[C:20]3=[N:21][CH:22]=2)=O)[CH:10]([CH2:36][CH3:37])[CH2:9]1)([CH3:4])([CH3:3])[CH3:2].O1CCOCC1.O=S(Cl)Cl.CCOC(C)=O. Product: [CH2:36]([C@H:10]1[C@@H:11]([C:13]2[N:18]3[C:19]4[CH:25]=[CH:24][N:23]([S:26]([C:29]5[CH:35]=[CH:34][C:32]([CH3:33])=[CH:31][CH:30]=5)(=[O:28])=[O:27])[C:20]=4[N:21]=[CH:22][C:17]3=[N:16][N:15]=2)[CH2:12][C@@H:8]([NH:7][C:6](=[O:38])[O:5][C:1]([CH3:4])([CH3:2])[CH3:3])[CH2:9]1)[CH3:37]. The catalyst class is: 6. (7) Reactant: [C:1]([O:5][C:6]([N:8]1[C:13]2[CH:14]=[C:15]([Cl:26])[C:16]([O:18]CC3C=CC=CC=3)=[CH:17][C:12]=2[O:11][CH:10]([C:27]([N:29]2[CH2:34][CH2:33][C:32]([C:43]#[N:44])([CH2:35][C:36]3[CH:41]=[CH:40][C:39]([F:42])=[CH:38][CH:37]=3)[CH2:31][CH2:30]2)=[O:28])[CH2:9]1)=[O:7])([CH3:4])([CH3:3])[CH3:2]. Product: [C:1]([O:5][C:6]([N:8]1[C:13]2[CH:14]=[C:15]([Cl:26])[C:16]([OH:18])=[CH:17][C:12]=2[O:11][CH:10]([C:27]([N:29]2[CH2:34][CH2:33][C:32]([C:43]#[N:44])([CH2:35][C:36]3[CH:37]=[CH:38][C:39]([F:42])=[CH:40][CH:41]=3)[CH2:31][CH2:30]2)=[O:28])[CH2:9]1)=[O:7])([CH3:4])([CH3:2])[CH3:3]. The catalyst class is: 78.